Dataset: Full USPTO retrosynthesis dataset with 1.9M reactions from patents (1976-2016). Task: Predict the reactants needed to synthesize the given product. (1) The reactants are: [CH:1]([N:4]1[CH2:9][CH2:8][N:7]([C:10]2[CH:15]=[CH:14][C:13]([N+:16]([O-])=O)=[CH:12][CH:11]=2)[CH2:6][CH2:5]1)([CH3:3])[CH3:2]. Given the product [CH:1]([N:4]1[CH2:9][CH2:8][N:7]([C:10]2[CH:15]=[CH:14][C:13]([NH2:16])=[CH:12][CH:11]=2)[CH2:6][CH2:5]1)([CH3:3])[CH3:2], predict the reactants needed to synthesize it. (2) Given the product [NH:20]([C:28]1[C:27]2[C:26](=[CH:32][CH:31]=[CH:30][CH:29]=2)[CH:25]=[C:24]([O:33][CH3:2])[CH:23]=1)[C:14]1[CH:19]=[CH:18][CH:17]=[CH:16][CH:15]=1, predict the reactants needed to synthesize it. The reactants are: N1C2C(=CC=C3C=CC=CC3=2)C[CH2:2]1.[C:14]1([N:20]2[C:28]3[C:23](=[C:24]([OH:33])[CH:25]=[C:26]4[CH:32]=[CH:31][CH:30]=[CH:29][C:27]4=3)C(C)(C)C2)[CH:19]=[CH:18][CH:17]=[CH:16][CH:15]=1.[O-]S(C(F)(F)F)(=O)=O.NC1C=CC=CC=1. (3) Given the product [C:2]([C:7]1[S:11][CH:10]=[C:9]([CH2:12][N:13]2[N:17]=[C:16]([NH:18][C:30]([C:26]3[N:27]=[CH:28][O:29][C:25]=3[C:19]3[CH:20]=[CH:21][CH:22]=[CH:23][CH:24]=3)=[O:31])[CH:15]=[N:14]2)[CH:8]=1)(=[O:6])[CH3:1], predict the reactants needed to synthesize it. The reactants are: [CH3:1][C:2]1([C:7]2[S:11][CH:10]=[C:9]([CH2:12][N:13]3[N:17]=[C:16]([NH2:18])[CH:15]=[N:14]3)[CH:8]=2)[O:6]CCO1.[C:19]1([C:25]2[O:29][CH:28]=[N:27][C:26]=2[C:30](O)=[O:31])[CH:24]=[CH:23][CH:22]=[CH:21][CH:20]=1. (4) Given the product [Br:1][C:2]1[CH:3]=[C:4]([C:8]([O:10][CH3:11])=[O:9])[O:5][C:6]=1[CH3:13], predict the reactants needed to synthesize it. The reactants are: [Br:1][C:2]1[CH:3]=[C:4]([C:8]([O:10][CH3:11])=[O:9])[O:5][C:6]=1Br.[Cl-].[CH3:13][Zn+]. (5) Given the product [ClH:1].[CH3:25][C:24]1[C:17]2[C:16]([N:13]3[CH2:14][CH2:15][CH:10]([NH2:6])[CH2:11][CH2:12]3)=[N:21][CH:20]=[N:19][C:18]=2[NH:22][CH:23]=1, predict the reactants needed to synthesize it. The reactants are: [ClH:1].CC([N:6]([CH:10]1[CH2:15][CH2:14][N:13]([C:16]2[C:17]3[C:24]([CH3:25])=[CH:23][NH:22][C:18]=3[N:19]=[CH:20][N:21]=2)[CH2:12][CH2:11]1)C(=O)[O-])(C)C. (6) The reactants are: [C:1]12([CH2:11][O:12][C:13]3[CH:20]=[CH:19][C:16]([C:17]#[N:18])=[CH:15][C:14]=3Br)[CH2:10][CH:5]3[CH2:6][CH:7]([CH2:9][CH:3]([CH2:4]3)[CH2:2]1)[CH2:8]2.[C:22]1(=[O:26])[CH2:25][CH2:24][CH2:23]1. Given the product [C:1]12([CH2:11][O:12][C:13]3[CH:20]=[CH:19][C:16]([C:17]#[N:18])=[CH:15][C:14]=3[C:22]3([OH:26])[CH2:25][CH2:24][CH2:23]3)[CH2:10][CH:5]3[CH2:6][CH:7]([CH2:9][CH:3]([CH2:4]3)[CH2:2]1)[CH2:8]2, predict the reactants needed to synthesize it. (7) Given the product [CH3:14][C:15]1([CH3:28])[C:24]2[C:19](=[CH:20][C:21]([N+:25]([O-:27])=[O:26])=[CH:22][CH:23]=2)[CH2:18][N:17]([CH2:7][C:8]([F:11])([F:10])[F:9])[CH2:16]1, predict the reactants needed to synthesize it. The reactants are: ClC(Cl)(Cl)S(O[CH2:7][C:8]([F:11])([F:10])[F:9])(=O)=O.[CH3:14][C:15]1([CH3:28])[C:24]2[C:19](=[CH:20][C:21]([N+:25]([O-:27])=[O:26])=[CH:22][CH:23]=2)[CH2:18][NH:17][CH2:16]1.C(=O)(O)[O-].[Na+]. (8) The reactants are: [CH2:1]([OH:17])[CH2:2][CH2:3][CH2:4][CH2:5][CH2:6][CH2:7][CH2:8][CH2:9][CH2:10][CH2:11][CH2:12][CH2:13][CH2:14][CH2:15][CH3:16].[C:18]1([CH3:27])[CH:23]=[CH:22][C:21]([N:24]=[C:25]=[O:26])=[CH:20][CH:19]=1. Given the product [CH3:27][C:18]1[CH:23]=[CH:22][C:21]([NH:24][C:25](=[O:26])[O:17][CH2:1][CH2:2][CH2:3][CH2:4][CH2:5][CH2:6][CH2:7][CH2:8][CH2:9][CH2:10][CH2:11][CH2:12][CH2:13][CH2:14][CH2:15][CH3:16])=[CH:20][CH:19]=1, predict the reactants needed to synthesize it. (9) The reactants are: I[C:2]1[CH:15]=[CH:14][C:5]([O:6][CH2:7][CH2:8][N:9]2[CH2:13][CH2:12][CH2:11][CH2:10]2)=[C:4]([C:16]([F:19])([F:18])[F:17])[CH:3]=1.[Cl:20][C:21]1[CH:26]=[CH:25][C:24]([C:27]2[CH:28]=[CH:29][C:30]([C:33]#[CH:34])=[N:31][CH:32]=2)=[CH:23][CH:22]=1. Given the product [Cl:20][C:21]1[CH:22]=[CH:23][C:24]([C:27]2[CH:28]=[CH:29][C:30]([C:33]#[C:34][C:2]3[CH:15]=[CH:14][C:5]([O:6][CH2:7][CH2:8][N:9]4[CH2:13][CH2:12][CH2:11][CH2:10]4)=[C:4]([C:16]([F:19])([F:18])[F:17])[CH:3]=3)=[N:31][CH:32]=2)=[CH:25][CH:26]=1, predict the reactants needed to synthesize it.